Dataset: Reaction yield outcomes from USPTO patents with 853,638 reactions. Task: Predict the reaction yield, written as a fraction of the theoretical maximum amount of product (1.0 means a 100% yield; for example, 0.34 means a 34% yield). The reactants are [CH3:1][O:2][CH2:3][CH2:4][O:5][C:6]1[CH:11]=[CH:10][C:9](/[CH:12]=[CH:13]/[C:14]([O:16]CC)=[O:15])=[C:8]([O:19][C:20]2[CH:25]=[C:24]([C:26]([F:29])([F:28])[F:27])[CH:23]=[CH:22][C:21]=2[N+:30]([O-:32])=[O:31])[CH:7]=1.[OH-].[Na+]. The catalyst is O1CCCC1.C(O)C. The product is [CH3:1][O:2][CH2:3][CH2:4][O:5][C:6]1[CH:11]=[CH:10][C:9](/[CH:12]=[CH:13]/[C:14]([OH:16])=[O:15])=[C:8]([O:19][C:20]2[CH:25]=[C:24]([C:26]([F:27])([F:28])[F:29])[CH:23]=[CH:22][C:21]=2[N+:30]([O-:32])=[O:31])[CH:7]=1. The yield is 0.610.